From a dataset of TCR-epitope binding with 47,182 pairs between 192 epitopes and 23,139 TCRs. Binary Classification. Given a T-cell receptor sequence (or CDR3 region) and an epitope sequence, predict whether binding occurs between them. (1) The epitope is LLQTGIHVRVSQPSL. The TCR CDR3 sequence is CSARPPTRDTQYF. Result: 1 (the TCR binds to the epitope). (2) The epitope is RLQSLQTYV. The TCR CDR3 sequence is CASNYGGAEEQYF. Result: 0 (the TCR does not bind to the epitope).